This data is from Full USPTO retrosynthesis dataset with 1.9M reactions from patents (1976-2016). The task is: Predict the reactants needed to synthesize the given product. (1) The reactants are: [Br:1][CH2:2][CH2:3]Br.[CH3:5][C:6]1[CH:11]=[CH:10][C:9]([CH3:12])=[CH:8][C:7]=1[OH:13].C[O-].[Na+]. Given the product [Br:1][CH2:2][CH2:3][O:13][C:7]1[CH:8]=[C:9]([CH3:12])[CH:10]=[CH:11][C:6]=1[CH3:5], predict the reactants needed to synthesize it. (2) Given the product [NH2:1][C:4]1[CH:9]=[CH:8][CH:7]=[CH:6][C:5]=1[C:10]1[O:14][C:13](=[O:15])[NH:12][N:11]=1, predict the reactants needed to synthesize it. The reactants are: [N+:1]([C:4]1[CH:9]=[CH:8][CH:7]=[CH:6][C:5]=1[C:10]1[O:14][C:13](=[O:15])[NH:12][N:11]=1)([O-])=O.